Task: Predict the reactants needed to synthesize the given product.. Dataset: Full USPTO retrosynthesis dataset with 1.9M reactions from patents (1976-2016) (1) Given the product [CH3:3][C:4]1([C:9]2[CH:10]=[C:11]([CH:18]=[CH:19][CH:20]=2)[CH2:12][N:26]2[CH:25]=[C:24]([N+:21]([O-:23])=[O:22])[CH:28]=[N:27]2)[O:8][CH2:7][CH2:6][O:5]1, predict the reactants needed to synthesize it. The reactants are: N#N.[CH3:3][C:4]1([C:9]2[CH:10]=[C:11]([CH:18]=[CH:19][CH:20]=2)[CH2:12]OS(C)(=O)=O)[O:8][CH2:7][CH2:6][O:5]1.[N+:21]([C:24]1[CH:25]=[N:26][NH:27][CH:28]=1)([O-:23])=[O:22].C([O-])([O-])=O.[K+].[K+].[Br-]. (2) Given the product [Cl:21][C:18]1[CH:19]=[CH:20][C:15]([O:14][CH:11]2[CH2:10][CH2:9][NH:8][CH2:13][CH2:12]2)=[C:16]([CH:17]=1)[C:22]([NH:23][C:24]1[CH:29]=[CH:28][C:27]([N+:30]([O-:32])=[O:31])=[CH:26][C:25]=1[Cl:33])=[O:34], predict the reactants needed to synthesize it. The reactants are: C(OC([N:8]1[CH2:13][CH2:12][CH:11]([O:14][C:15]2[CH:20]=[CH:19][C:18]([Cl:21])=[CH:17][C:16]=2[C:22](=[O:34])[NH:23][C:24]2[CH:29]=[CH:28][C:27]([N+:30]([O-:32])=[O:31])=[CH:26][C:25]=2[Cl:33])[CH2:10][CH2:9]1)=O)(C)(C)C.C(O)(C(F)(F)F)=O. (3) Given the product [OH:41][C:13]1[C:14]([Si:22]([C:23]2[CH:24]=[CH:25][CH:26]=[CH:27][CH:28]=2)([C:29]2[CH:34]=[CH:33][CH:32]=[CH:31][CH:30]=2)[C:35]2[CH:40]=[CH:39][CH:38]=[CH:37][CH:36]=2)=[CH:15][C:16]2[C:21](=[CH:20][CH:19]=[CH:18][CH:17]=2)[C:12]=1[CH:51]=[O:52], predict the reactants needed to synthesize it. The reactants are: [Li]C(C)(C)C.CCCCC.Br[C:12]1[C:21]2[C:16](=[CH:17][CH:18]=[CH:19][CH:20]=2)[CH:15]=[C:14]([Si:22]([C:35]2[CH:40]=[CH:39][CH:38]=[CH:37][CH:36]=2)([C:29]2[CH:34]=[CH:33][CH:32]=[CH:31][CH:30]=2)[C:23]2[CH:28]=[CH:27][CH:26]=[CH:25][CH:24]=2)[C:13]=1[O:41]C.B(Br)(Br)Br.C(Cl)Cl.C[CH2:51][O:52]CC.